From a dataset of Full USPTO retrosynthesis dataset with 1.9M reactions from patents (1976-2016). Predict the reactants needed to synthesize the given product. (1) The reactants are: [Cl:1][C:2]1[CH:7]=[CH:6][C:5]([S:8]([N:11]2[CH2:16][CH2:15][CH2:14][C@@H:13]([NH:17][C:18]3[N:23]=[C:22]([C:24]4[N:31]5[C:27]([S:28][CH:29]=[CH:30]5)=[N:26][C:25]=4[C:32]4[CH:33]=[C:34]([NH:38][C:39](=[O:49])[CH2:40][NH:41]C(=O)OC(C)(C)C)[CH:35]=[CH:36][CH:37]=4)[CH:21]=[CH:20][N:19]=3)[CH2:12]2)(=[O:10])=[O:9])=[CH:4][CH:3]=1.Cl. Given the product [ClH:1].[Cl:1][C:2]1[CH:7]=[CH:6][C:5]([S:8]([N:11]2[CH2:16][CH2:15][CH2:14][C@@H:13]([NH:17][C:18]3[N:23]=[C:22]([C:24]4[N:31]5[C:27]([S:28][CH:29]=[CH:30]5)=[N:26][C:25]=4[C:32]4[CH:33]=[C:34]([NH:38][C:39](=[O:49])[CH2:40][NH2:41])[CH:35]=[CH:36][CH:37]=4)[CH:21]=[CH:20][N:19]=3)[CH2:12]2)(=[O:10])=[O:9])=[CH:4][CH:3]=1, predict the reactants needed to synthesize it. (2) Given the product [Cl:1][C:2]1[C:3]([NH:10][C@@H:11]2[CH2:15][CH2:14][N:13]([C:16]([O:18][C:19]([CH3:22])([CH3:21])[CH3:20])=[O:17])[CH2:12]2)=[N:4][CH:5]=[C:6]([CH:8]=[O:9])[CH:7]=1, predict the reactants needed to synthesize it. The reactants are: [Cl:1][C:2]1[C:3]([NH:10][C@@H:11]2[CH2:15][CH2:14][N:13]([C:16]([O:18][C:19]([CH3:22])([CH3:21])[CH3:20])=[O:17])[CH2:12]2)=[N:4][CH:5]=[C:6]([CH2:8][OH:9])[CH:7]=1. (3) Given the product [O:83]1[CH2:88][CH2:87][N:86]([CH2:89][CH2:90][NH:91][C:80](=[O:81])[O:57][CH2:56][CH2:55][O:54][CH2:53][CH2:52][O:51][CH2:50][CH2:49][O:48][CH2:47][CH2:46][O:45][CH2:44][CH2:43][O:42][CH2:41][CH2:40][O:39][CH2:38][C:34]2[CH:35]=[CH:36][CH:37]=[C:32]([C:31](=[O:58])[NH:30][C:7]3[CH:6]=[CH:5][C:4]([N:3]([CH2:1][CH3:2])[CH2:59][CH3:60])=[CH:9][C:8]=3[C:10]3[CH:11]=[C:12]([C:13](=[O:14])[NH:15][CH2:16][C:17]4[CH:22]=[CH:21][CH:20]=[C:19]([C:23]([F:26])([F:25])[F:24])[CH:18]=4)[CH:27]=[CH:28][N:29]=3)[CH:33]=2)[CH2:85][CH2:84]1, predict the reactants needed to synthesize it. The reactants are: [CH2:1]([N:3]([CH2:59][CH3:60])[C:4]1[CH:5]=[CH:6][C:7]([NH:30][C:31](=[O:58])[C:32]2[CH:37]=[CH:36][CH:35]=[C:34]([CH2:38][O:39][CH2:40][CH2:41][O:42][CH2:43][CH2:44][O:45][CH2:46][CH2:47][O:48][CH2:49][CH2:50][O:51][CH2:52][CH2:53][O:54][CH2:55][CH2:56][OH:57])[CH:33]=2)=[C:8]([C:10]2[CH:11]=[C:12]([CH:27]=[CH:28][N:29]=2)[C:13]([NH:15][CH2:16][C:17]2[CH:22]=[CH:21][CH:20]=[C:19]([C:23]([F:26])([F:25])[F:24])[CH:18]=2)=[O:14])[CH:9]=1)[CH3:2].C(N(C(C)C)CC)(C)C.C1C([N+]([O-])=O)=CC=C([Cl-][C:80]([O-])=[O:81])C=1.[O:83]1[CH2:88][CH2:87][N:86]([CH2:89][CH2:90][NH2:91])[CH2:85][CH2:84]1. (4) Given the product [NH2:26][C:9]1[CH:10]=[CH:11][CH:12]=[C:13]2[C:8]=1[N:7]=[C:6]1[N:2]([CH3:1])[N:3]=[C:4]([CH3:29])[C:5]1=[C:14]2[NH:15][C:16]1[CH:17]=[CH:18][C:19]([C:22](=[O:25])[CH2:23][CH3:24])=[CH:20][CH:21]=1, predict the reactants needed to synthesize it. The reactants are: [CH3:1][N:2]1[C:6]2=[N:7][C:8]3[C:13]([C:14]([NH:15][C:16]4[CH:21]=[CH:20][C:19]([C:22](=[O:25])[CH2:23][CH3:24])=[CH:18][CH:17]=4)=[C:5]2[C:4]([CH3:29])=[N:3]1)=[CH:12][CH:11]=[CH:10][C:9]=3[N+:26]([O-])=O. (5) Given the product [NH2:13][CH2:12][C:8]1[CH:7]=[C:6]2[C:11](=[CH:10][CH:9]=1)[C:2]([NH2:1])=[N:3][CH:4]=[CH:5]2, predict the reactants needed to synthesize it. The reactants are: [NH2:1][C:2]1[C:11]2[C:6](=[CH:7][C:8]([C:12]#[N:13])=[CH:9][CH:10]=2)[CH:5]=[CH:4][N:3]=1.